Predict the product of the given reaction. From a dataset of Forward reaction prediction with 1.9M reactions from USPTO patents (1976-2016). (1) The product is: [CH3:28][O:27][C:24]1[CH:25]=[C:26]2[C:21](=[CH:22][C:23]=1[O:29][CH3:30])[N:20]=[N:19][CH:18]=[C:17]2[C:14]1[CH:13]=[C:12]([CH3:31])[C:11]([N:8]2[CH2:9][CH2:10][C:5](=[O:4])[CH2:6][CH2:7]2)=[N:16][CH:15]=1. Given the reactants O1[C:5]2([CH2:10][CH2:9][N:8]([C:11]3[N:16]=[CH:15][C:14]([C:17]4[C:26]5[C:21](=[CH:22][C:23]([O:29][CH3:30])=[C:24]([O:27][CH3:28])[CH:25]=5)[N:20]=[N:19][CH:18]=4)=[CH:13][C:12]=3[CH3:31])[CH2:7][CH2:6]2)[O:4]CC1, predict the reaction product. (2) Given the reactants [CH3:1][CH:2]([NH:4][C:5]1[CH:9]=[CH:8][S:7][C:6]=1[C:10]([O:12][CH3:13])=[O:11])[CH3:3].[F:14][C:15]([F:26])([F:25])[C@H:16]1[CH2:21][CH2:20][C@H:19]([C:22](Cl)=[O:23])[CH2:18][CH2:17]1.C1(P(C2C=CC=CC=2)C2C=CC=CC=2)C=CC=CC=1, predict the reaction product. The product is: [CH3:3][CH:2]([N:4]([C:22]([C@H:19]1[CH2:18][CH2:17][C@H:16]([C:15]([F:14])([F:25])[F:26])[CH2:21][CH2:20]1)=[O:23])[C:5]1[CH:9]=[CH:8][S:7][C:6]=1[C:10]([O:12][CH3:13])=[O:11])[CH3:1]. (3) Given the reactants [C:1]1([CH:7]2[CH2:12][CH2:11][NH:10][CH2:9][CH2:8]2)[CH:6]=[CH:5][CH:4]=[CH:3][CH:2]=1.[C:13]([O:17][C:18](=[O:28])[NH:19][C@@H:20]1[CH2:25][CH2:24][CH2:23][CH2:22][C@H:21]1[CH:26]=O)([CH3:16])([CH3:15])[CH3:14].C(O[BH-](OC(=O)C)OC(=O)C)(=O)C.[Na+].[OH-].[Na+], predict the reaction product. The product is: [C:1]1([CH:7]2[CH2:8][CH2:9][N:10]([CH2:26][C@@H:21]3[CH2:22][CH2:23][CH2:24][CH2:25][C@H:20]3[NH:19][C:18](=[O:28])[O:17][C:13]([CH3:16])([CH3:15])[CH3:14])[CH2:11][CH2:12]2)[CH:6]=[CH:5][CH:4]=[CH:3][CH:2]=1. (4) Given the reactants [CH3:1][C:2]1[CH:7]=[C:6]([CH3:8])[CH:5]=[CH:4][C:3]=1[NH:9][CH2:10][CH:11]([CH3:13])[CH3:12].[N:14]1[NH:15][N:16]=[N:17][C:18]=1[C:19]1[CH:24]=[CH:23][C:22]([S:25](Cl)(=[O:27])=[O:26])=[CH:21][CH:20]=1, predict the reaction product. The product is: [CH3:1][C:2]1[CH:7]=[C:6]([CH3:8])[CH:5]=[CH:4][C:3]=1[N:9]([CH2:10][CH:11]([CH3:13])[CH3:12])[S:25]([C:22]1[CH:21]=[CH:20][C:19]([C:18]2[N:14]=[N:15][NH:16][N:17]=2)=[CH:24][CH:23]=1)(=[O:27])=[O:26]. (5) Given the reactants [H-].[Na+].[OH:3]/[N:4]=[C:5](/[C:11]1[CH:16]=[CH:15][C:14]([O:17][CH3:18])=[CH:13][CH:12]=1)\[C:6]([O:8][CH2:9][CH3:10])=[O:7].Cl[CH2:20][C:21]1[CH:40]=[CH:39][C:24]([O:25][CH2:26][C:27]2[N:28]=[C:29]([C:33]3[CH:38]=[CH:37][CH:36]=[CH:35][CH:34]=3)[O:30][C:31]=2[CH3:32])=[CH:23][CH:22]=1.Cl.C(=O)(O)[O-].[Na+], predict the reaction product. The product is: [CH3:18][O:17][C:14]1[CH:13]=[CH:12][C:11](/[C:5](=[N:4]/[O:3][CH2:20][C:21]2[CH:22]=[CH:23][C:24]([O:25][CH2:26][C:27]3[N:28]=[C:29]([C:33]4[CH:38]=[CH:37][CH:36]=[CH:35][CH:34]=4)[O:30][C:31]=3[CH3:32])=[CH:39][CH:40]=2)/[C:6]([O:8][CH2:9][CH3:10])=[O:7])=[CH:16][CH:15]=1. (6) Given the reactants Cl.[C@H:2]12[CH2:8][C@H:5]([NH:6][CH2:7]1)[CH2:4][N:3]2[C:9](=[O:11])[CH3:10].CCN(CC)CC.[S:19]1[C:27]2[C:22](=[N:23][CH:24]=[CH:25][CH:26]=2)[N:21]=[C:20]1[O:28][C:29]1[CH:36]=[CH:35][C:32]([CH:33]=O)=[CH:31][CH:30]=1, predict the reaction product. The product is: [S:19]1[C:27]2[C:22](=[N:23][CH:24]=[CH:25][CH:26]=2)[N:21]=[C:20]1[O:28][C:29]1[CH:36]=[CH:35][C:32]([CH2:33][N:6]2[CH2:7][CH:2]3[CH2:8][CH:5]2[CH2:4][N:3]3[C:9](=[O:11])[CH3:10])=[CH:31][CH:30]=1. (7) Given the reactants [CH3:1][O:2][C:3]1[CH:8]=[CH:7][C:6]([NH:9][C:10]2[C:11]([NH2:20])=[C:12]([C:16]([F:19])([F:18])[F:17])[CH:13]=[CH:14][CH:15]=2)=[CH:5][CH:4]=1.[F:21][C:22]([F:32])([C:26]1[CH:31]=[CH:30][CH:29]=[CH:28][CH:27]=1)[C:23](O)=O, predict the reaction product. The product is: [F:21][C:22]([F:32])([C:26]1[CH:31]=[CH:30][CH:29]=[CH:28][CH:27]=1)[C:23]1[N:9]([C:6]2[CH:5]=[CH:4][C:3]([O:2][CH3:1])=[CH:8][CH:7]=2)[C:10]2[CH:15]=[CH:14][CH:13]=[C:12]([C:16]([F:18])([F:17])[F:19])[C:11]=2[N:20]=1. (8) Given the reactants [NH2:1][C:2]1[CH:7]=[C:6]([CH3:8])[C:5]([Cl:9])=[CH:4][C:3]=1[S:10]([OH:13])(=O)=[O:11].S(Cl)(Cl)(=O)=O.S(Cl)(Cl)=O.[CH3:23][NH2:24], predict the reaction product. The product is: [NH2:1][C:2]1[CH:7]=[C:6]([CH3:8])[C:5]([Cl:9])=[CH:4][C:3]=1[S:10]([NH:24][CH3:23])(=[O:13])=[O:11]. (9) Given the reactants [F:1][C:2]1[CH:9]=[C:8]([O:10]C)[C:7]([O:12]C)=[CH:6][C:3]=1[CH:4]=[O:5].B(Br)(Br)Br, predict the reaction product. The product is: [F:1][C:2]1[CH:9]=[C:8]([OH:10])[C:7]([OH:12])=[CH:6][C:3]=1[CH:4]=[O:5]. (10) Given the reactants [F:1][C:2]([F:38])([F:37])[C:3]1[CH:4]=[C:5]([C@H:13]([O:15][C@@H:16]2[C@@H:23]([C:24]3[CH:29]=[CH:28][C:27]([F:30])=[CH:26][CH:25]=3)[C@H:22]3[N:18]([C:19](=[O:36])[C:20]([CH3:35])([C:31](OC)=[O:32])[CH2:21]3)[CH2:17]2)[CH3:14])[CH:6]=[C:7]([C:9]([F:12])([F:11])[F:10])[CH:8]=1.CC(C[AlH]CC(C)C)C, predict the reaction product. The product is: [F:38][C:2]([F:1])([F:37])[C:3]1[CH:4]=[C:5]([C@H:13]([O:15][C@@H:16]2[C@@H:23]([C:24]3[CH:29]=[CH:28][C:27]([F:30])=[CH:26][CH:25]=3)[C@H:22]3[N:18]([C:19](=[O:36])[C:20]([CH3:35])([CH:31]=[O:32])[CH2:21]3)[CH2:17]2)[CH3:14])[CH:6]=[C:7]([C:9]([F:11])([F:12])[F:10])[CH:8]=1.